This data is from Forward reaction prediction with 1.9M reactions from USPTO patents (1976-2016). The task is: Predict the product of the given reaction. (1) Given the reactants [O:1]=[C:2]1[N:6]([C:7]2[CH:12]=[CH:11][CH:10]=[CH:9][CH:8]=2)[C@H:5]([C:13]([OH:15])=O)[CH2:4][CH2:3]1.ON1C2C=CC=CC=2N=N1.[Cl:26][C:27]1[CH:32]=[C:31]([F:33])[CH:30]=[CH:29][C:28]=1[CH2:34][NH2:35].C(N1CCOCC1)C.Cl.CN(C)CCCN=C=NCC, predict the reaction product. The product is: [Cl:26][C:27]1[CH:32]=[C:31]([F:33])[CH:30]=[CH:29][C:28]=1[CH2:34][NH:35][C:13](=[O:15])[C@@H:5]1[CH2:4][CH2:3][C:2](=[O:1])[N:6]1[C:7]1[CH:8]=[CH:9][CH:10]=[CH:11][CH:12]=1. (2) Given the reactants [H-].[Na+].[N+:3]([C:6]1[CH:14]=[CH:13][CH:12]=[CH:11][C:7]=1[C:8](Cl)=[O:9])([O-])=O.C[N:16](C=O)C, predict the reaction product. The product is: [NH2:3][C:6]1[CH:14]=[CH:13][CH:12]=[CH:11][C:7]=1[C:8]([NH2:16])=[O:9]. (3) Given the reactants [Br:1][C:2]1[CH:3]=[C:4]2[C:9](=[CH:10][CH:11]=1)[C:8](=O)[CH2:7][CH2:6][CH2:5]2.C([O-])(=O)C.[NH4+:17].O.[OH-].[Na+], predict the reaction product. The product is: [Br:1][C:2]1[CH:3]=[C:4]2[C:9](=[CH:10][CH:11]=1)[CH:8]([NH2:17])[CH2:7][CH2:6][CH2:5]2.